Dataset: Full USPTO retrosynthesis dataset with 1.9M reactions from patents (1976-2016). Task: Predict the reactants needed to synthesize the given product. (1) Given the product [CH3:22][N:10]1[C@H:6]2[C@@H:5]([C:3]([O:2][CH3:1])=[O:4])[C@@H:12]([O:13][C:14]([C:16]3[CH:17]=[CH:18][CH:19]=[CH:20][CH:21]=3)=[O:15])[CH2:11][C@@H:9]1[CH2:8][CH2:7]2.[C:22]([OH:27])(=[O:28])[CH2:23][CH2:24][C:25]([OH:2])=[O:26], predict the reactants needed to synthesize it. The reactants are: [CH3:1][O:2][C:3]([C@H:5]1[C@@H:12]([O:13][C:14]([C:16]2[CH:21]=[CH:20][CH:19]=[CH:18][CH:17]=2)=[O:15])[CH2:11][C@H:9]2[NH:10][C@@H:6]1[CH2:7][CH2:8]2)=[O:4].[C:22]1(=[O:28])[O:27][C:25](=[O:26])[CH2:24][CH2:23]1. (2) Given the product [CH3:7][O:8][C:9](=[O:29])[C:10]1[CH:11]=[CH:12][C:13]([C:16]2[O:17][C:18]([CH:21]=[C:22]3[S:26][C:25](=[O:27])[N:24]([CH2:33][CH:30]4[CH2:32][CH2:31]4)[C:23]3=[O:28])=[CH:19][CH:20]=2)=[CH:14][CH:15]=1, predict the reactants needed to synthesize it. The reactants are: C(=O)([O-])[O-].[Cs+].[Cs+].[CH3:7][O:8][C:9](=[O:29])[C:10]1[CH:15]=[CH:14][C:13]([C:16]2[O:17][C:18]([CH:21]=[C:22]3[S:26][C:25](=[O:27])[NH:24][C:23]3=[O:28])=[CH:19][CH:20]=2)=[CH:12][CH:11]=1.[CH:30]1([CH2:33]Br)[CH2:32][CH2:31]1. (3) Given the product [ClH:40].[NH2:31][CH2:30][CH2:29][C:28]([N:25]1[CH2:26][CH2:27][CH:22]([N:13]2[N:12]=[C:11]([C:5]3[CH:6]=[CH:7][C:8]([O:9][CH3:10])=[C:3]([O:2][CH3:1])[CH:4]=3)[C@@H:20]3[C@@H:15]([CH2:16][CH2:17][CH2:18][CH2:19]3)[C:14]2=[O:21])[CH2:23][CH2:24]1)=[O:39], predict the reactants needed to synthesize it. The reactants are: [CH3:1][O:2][C:3]1[CH:4]=[C:5]([C:11]2[C@@H:20]3[C@@H:15]([CH2:16][CH2:17][CH2:18][CH2:19]3)[C:14](=[O:21])[N:13]([CH:22]3[CH2:27][CH2:26][N:25]([C:28](=[O:39])[CH2:29][CH2:30][NH:31]C(=O)OC(C)(C)C)[CH2:24][CH2:23]3)[N:12]=2)[CH:6]=[CH:7][C:8]=1[O:9][CH3:10].[ClH:40]. (4) Given the product [CH2:6]([O:5][C:3](=[O:4])[CH2:2][NH:11][CH:8]([CH3:10])[CH3:9])[CH3:7], predict the reactants needed to synthesize it. The reactants are: Br[CH2:2][C:3]([O:5][CH2:6][CH3:7])=[O:4].[CH:8]([NH2:11])([CH3:10])[CH3:9]. (5) Given the product [N:8]1([C:13]2[CH:14]=[CH:15][C:16](/[CH:21]=[CH:22]/[C:23]([OH:25])=[O:24])=[N:17][C:18]=2[O:19][CH3:20])[CH:12]=[CH:11][N:10]=[CH:9]1, predict the reactants needed to synthesize it. The reactants are: FC(F)(F)C(O)=O.[N:8]1([C:13]2[CH:14]=[CH:15][C:16](/[CH:21]=[CH:22]/[C:23]([O:25]C(C)(C)C)=[O:24])=[N:17][C:18]=2[O:19][CH3:20])[CH:12]=[CH:11][N:10]=[CH:9]1. (6) Given the product [CH2:1]([N:3]([CH2:21][CH3:22])[CH2:4][CH2:5][NH:6][C:7]([C:9]1[CH:18]=[C:17]([F:19])[C:16]2[C:11](=[CH:12][CH:13]=[C:14]([Sn:42]([CH2:43][CH2:44][CH2:45][CH3:46])([CH2:47][CH2:48][CH2:49][CH3:50])[CH2:33][CH2:32][CH2:31][CH3:29])[CH:15]=2)[N:10]=1)=[O:8])[CH3:2], predict the reactants needed to synthesize it. The reactants are: [CH2:1]([N:3]([CH2:21][CH3:22])[CH2:4][CH2:5][NH:6][C:7]([C:9]1[CH:18]=[C:17]([F:19])[C:16]2[C:11](=[CH:12][CH:13]=[C:14](I)[CH:15]=2)[N:10]=1)=[O:8])[CH3:2].C(N(CC)CCN[C:29]([C:31]1[CH:32]=[C:33]([Sn:42](CCCC)([CH2:47][CH2:48][CH2:49][CH3:50])[CH2:43][CH2:44][CH2:45][CH3:46])C=C2C=1N=CC=C2F)=O)C. (7) Given the product [F:22][C:19]1[CH:20]=[CH:21][C:16]([C:3]2[C:2]([N:36]([CH2:32][CH:33]([CH3:35])[CH3:34])[CH3:37])=[N:11][C:10]3[C:5](=[CH:6][CH:7]=[C:8]([C:12]([O:14][CH3:15])=[O:13])[CH:9]=3)[N:4]=2)=[CH:17][CH:18]=1, predict the reactants needed to synthesize it. The reactants are: Cl[C:2]1[C:3]([C:16]2[CH:21]=[CH:20][C:19]([F:22])=[CH:18][CH:17]=2)=[N:4][C:5]2[C:10]([N:11]=1)=[CH:9][C:8]([C:12]([O:14][CH3:15])=[O:13])=[CH:7][CH:6]=2.CCN(C(C)C)C(C)C.[CH2:32]([NH:36][CH3:37])[CH:33]([CH3:35])[CH3:34]. (8) The reactants are: [C:1]([O:5][C:6](=[O:20])[C:7]([CH3:19])([O:9][C:10]1[CH:18]=[CH:17][C:13]([C:14]([OH:16])=[O:15])=[CH:12][CH:11]=1)[CH3:8])([CH3:4])([CH3:3])[CH3:2].[F:21][C:22]([F:38])([F:37])[C:23]1[CH:36]=[CH:35][C:26]([CH2:27][N:28]2[CH:32]=[C:31]([CH2:33]O)[N:30]=[N:29]2)=[CH:25][CH:24]=1.C1(N=C=NC2CCCCC2)CCCCC1. Given the product [C:1]([O:5][C:6](=[O:20])[C:7]([CH3:8])([O:9][C:10]1[CH:11]=[CH:12][C:13]([C:14]([O:16][CH2:33][C:31]2[N:30]=[N:29][N:28]([CH2:27][C:26]3[CH:35]=[CH:36][C:23]([C:22]([F:37])([F:21])[F:38])=[CH:24][CH:25]=3)[CH:32]=2)=[O:15])=[CH:17][CH:18]=1)[CH3:19])([CH3:2])([CH3:3])[CH3:4], predict the reactants needed to synthesize it.